Dataset: Full USPTO retrosynthesis dataset with 1.9M reactions from patents (1976-2016). Task: Predict the reactants needed to synthesize the given product. (1) Given the product [CH3:45][N:43]1[CH2:42][CH2:41][C:27]2[N:28](/[CH:32]=[C:33](/[C:35]3[CH:36]=[CH:37][N:38]=[CH:39][CH:40]=3)\[CH3:34])[C:29]3[CH:30]=[CH:31][C:52]([N:53]4[CH2:58][CH2:57][N:56]([CH3:1])[CH2:55][CH2:54]4)=[CH:24][C:25]=3[C:26]=2[CH2:44]1, predict the reactants needed to synthesize it. The reactants are: [C:1](P(C(C)(C)C)C1C=CC=CC=1C1C=CC=CC=1)(C)(C)C.ClC1[CH:31]=[CH:30][C:29]2[N:28]([CH:32]=[C:33]([C:35]3[CH:40]=[CH:39][N:38]=[CH:37][CH:36]=3)[CH3:34])[C:27]3[CH2:41][CH2:42][N:43]([CH3:45])[CH2:44][C:26]=3[C:25]=2[CH:24]=1.CC(C)([O-])C.[Na+].[CH3:52][N:53]1[CH2:58][CH2:57][NH:56][CH2:55][CH2:54]1. (2) Given the product [CH:17]([C:5]1[CH:4]=[C:3]([O:20][CH3:21])[C:2]([N:1]2[CH:29]=[CH:28][CH:27]=[CH:26]2)=[CH:16][C:6]=1[O:7][C:8]1[C:9]([NH2:15])=[N:10][C:11]([NH2:14])=[N:12][CH:13]=1)([CH3:19])[CH3:18], predict the reactants needed to synthesize it. The reactants are: [NH2:1][C:2]1[C:3]([O:20][CH3:21])=[CH:4][C:5]([CH:17]([CH3:19])[CH3:18])=[C:6]([CH:16]=1)[O:7][C:8]1[C:9]([NH2:15])=[N:10][C:11]([NH2:14])=[N:12][CH:13]=1.COC1[CH:29]=[CH:28][C:27](OC)=[CH:26]O1.[OH-].[Na+].